Dataset: Reaction yield outcomes from USPTO patents with 853,638 reactions. Task: Predict the reaction yield, written as a fraction of the theoretical maximum amount of product (1.0 means a 100% yield; for example, 0.34 means a 34% yield). The yield is 0.330. The reactants are [NH2:1][C:2]1[C:11]2[C:6](=[C:7](I)[C:8]([F:12])=[CH:9][CH:10]=2)[N:5]=[N:4][C:3]=1[C:14]([NH:16][CH:17]1[CH2:19][CH2:18]1)=[O:15].[F:20][C:21]1[CH:26]=[CH:25][CH:24]=[C:23]([O:27][CH3:28])[C:22]=1B(O)O. The product is [NH2:1][C:2]1[C:11]2[C:6](=[C:7]([C:22]3[C:23]([O:27][CH3:28])=[CH:24][CH:25]=[CH:26][C:21]=3[F:20])[C:8]([F:12])=[CH:9][CH:10]=2)[N:5]=[N:4][C:3]=1[C:14]([NH:16][CH:17]1[CH2:19][CH2:18]1)=[O:15]. No catalyst specified.